Binary Classification. Given a drug SMILES string, predict its activity (active/inactive) in a high-throughput screening assay against a specified biological target. From a dataset of HIV replication inhibition screening data with 41,000+ compounds from the AIDS Antiviral Screen. (1) The compound is CC(C)(C)c1cc(C(O)(C(F)(F)F)C(F)(F)F)c2c(c1)C(C(F)(F)F)(C(F)(F)F)OC(c1ccccc1)(C(C)(C)C)N2. The result is 0 (inactive). (2) The compound is COc1cc(C)c(O)c(C[PH](c2ccccc2)(c2ccccc2)c2ccccc2)c1. The result is 0 (inactive). (3) The drug is CC1OC(n2cc(F)c(=O)[nH]c2=O)C(O[Si](C)(C)C(C)(C)C)C1O[Si](C)(C)C(C)(C)C. The result is 0 (inactive).